Dataset: Forward reaction prediction with 1.9M reactions from USPTO patents (1976-2016). Task: Predict the product of the given reaction. (1) Given the reactants [Cl:1][C:2]1[CH:11]=[C:10]([CH3:12])[C:9]2[CH:8]=[C:7]3[O:13][C:14]([CH3:19])([CH3:18])[C@@H:15]4[O:17][C@@H:16]4[C:6]3=[CH:5][C:4]=2[N:3]=1.O.[NH3:21], predict the reaction product. The product is: [NH2:21][C@H:16]1[C:6]2[C:7](=[CH:8][C:9]3[C:10]([CH3:12])=[CH:11][C:2]([Cl:1])=[N:3][C:4]=3[CH:5]=2)[O:13][C:14]([CH3:19])([CH3:18])[C@@H:15]1[OH:17]. (2) Given the reactants C(=O)([O-])[O-].[Cs+].[Cs+].Br[C:8]1[C:16]2[C:11](=[CH:12][CH:13]=[CH:14][CH:15]=2)[N:10]([CH2:17][C:18]2[CH:23]=[CH:22][C:21]([C:24]([F:27])([F:26])[F:25])=[CH:20][CH:19]=2)[N:9]=1.[C:28]1(B(O)O)[CH:33]=[CH:32][CH:31]=[CH:30][CH:29]=1, predict the reaction product. The product is: [C:28]1([C:8]2[C:16]3[C:11](=[CH:12][CH:13]=[CH:14][CH:15]=3)[N:10]([CH2:17][C:18]3[CH:23]=[CH:22][C:21]([C:24]([F:27])([F:26])[F:25])=[CH:20][CH:19]=3)[N:9]=2)[CH:33]=[CH:32][CH:31]=[CH:30][CH:29]=1. (3) The product is: [C:1]([C:3]1([NH:6][C:7]([C@@H:9]2[CH2:14][CH2:13][CH2:12][CH2:11][C@H:10]2[C:15]([N:17]2[CH2:30][CH2:29][C:20]3[NH:21][C:22]4[C:23]([O:28][CH2:32][CH2:33][CH3:34])=[CH:24][CH:25]=[CH:26][C:27]=4[C:19]=3[CH2:18]2)=[O:16])=[O:8])[CH2:5][CH2:4]1)#[N:2]. Given the reactants [C:1]([C:3]1([NH:6][C:7]([C@@H:9]2[CH2:14][CH2:13][CH2:12][CH2:11][C@H:10]2[C:15]([N:17]2[CH2:30][CH2:29][C:20]3[NH:21][C:22]4[C:23]([OH:28])=[CH:24][CH:25]=[CH:26][C:27]=4[C:19]=3[CH2:18]2)=[O:16])=[O:8])[CH2:5][CH2:4]1)#[N:2].Br[CH2:32][CH2:33][CH3:34].C(=O)([O-])[O-].[K+].[K+], predict the reaction product.